From a dataset of Forward reaction prediction with 1.9M reactions from USPTO patents (1976-2016). Predict the product of the given reaction. (1) Given the reactants [Cl:1][C:2]1[CH:3]=[C:4]([NH:10][C:11]2[N:16]=[CH:15][C:14]([CH2:17][N:18]([CH2:26][CH2:27][O:28][CH3:29])[C:19](=O)OC(C)(C)C)=[CH:13][CH:12]=2)[C:5](=[O:9])[N:6]([CH3:8])[N:7]=1.O, predict the reaction product. The product is: [Cl:1][C:2]1[CH:3]=[C:4]([NH:10][C:11]2[CH:12]=[CH:13][C:14]([CH2:17][N:18]([CH2:26][CH2:27][O:28][CH3:29])[CH3:19])=[CH:15][N:16]=2)[C:5](=[O:9])[N:6]([CH3:8])[N:7]=1. (2) Given the reactants [CH3:1][O:2][C:3]1[CH:15]=[CH:14][C:13]2[C:12]3[C:7](=[CH:8][C:9]([O:16][CH3:17])=[CH:10][CH:11]=3)[C:6](=[CH:18][C:19]([NH:21][CH2:22][CH2:23][CH2:24][CH2:25][CH2:26][C:27](O)=[O:28])=[O:20])[C:5]=2[CH:4]=1.Cl.C(N=C=NCCCN(C)C)C.O[C:43]1[C:51]2[N:50]=N[NH:48][C:47]=2[CH:46]=[CH:45][CH:44]=1.C(N(CC)CC)C.C1(N)C=CC=CC=1N, predict the reaction product. The product is: [CH3:1][O:2][C:3]1[CH:15]=[CH:14][C:13]2[C:12]3[C:7](=[CH:8][C:9]([O:16][CH3:17])=[CH:10][CH:11]=3)[C:6](=[CH:18][C:19]([NH:21][CH2:22][CH2:23][CH2:24][CH2:25][CH2:26][C:27]([NH:48][C:47]3[CH:46]=[CH:45][CH:44]=[CH:43][C:51]=3[NH2:50])=[O:28])=[O:20])[C:5]=2[CH:4]=1. (3) The product is: [C:1]1([C:7]#[C:8][CH:9]2[CH2:10][CH2:11][N:12]([CH2:20][CH2:21][NH2:23])[CH2:13][CH2:14]2)[CH:6]=[CH:5][CH:4]=[CH:3][CH:2]=1. Given the reactants [C:1]1([C:7]#[C:8][CH:9]2[CH2:14][CH2:13][NH:12][CH2:11][CH2:10]2)[CH:6]=[CH:5][CH:4]=[CH:3][CH:2]=1.BrCCC1C=CC=[C:20]2[C:21]([NH:23]C(=O)C=12)=O.C([O-])([O-])=O.[K+].[K+], predict the reaction product. (4) Given the reactants [CH3:1][C:2]1[C:3]([C:25]([F:28])([F:27])[F:26])=[CH:4][C:5]2[NH:9][C:8](=[O:10])[N:7]([CH:11]3[CH2:16][CH2:15][N:14](C(OC(C)(C)C)=O)[CH2:13][CH2:12]3)[C:6]=2[CH:24]=1.[ClH:29], predict the reaction product. The product is: [ClH:29].[CH3:1][C:2]1[C:3]([C:25]([F:27])([F:26])[F:28])=[CH:4][C:5]2[NH:9][C:8](=[O:10])[N:7]([CH:11]3[CH2:12][CH2:13][NH:14][CH2:15][CH2:16]3)[C:6]=2[CH:24]=1.[ClH:29].